From a dataset of Catalyst prediction with 721,799 reactions and 888 catalyst types from USPTO. Predict which catalyst facilitates the given reaction. (1) Reactant: [NH2:1][C:2]1[CH:3]=[C:4]([NH:16][S:17]([C:20]2[CH:25]=[CH:24][CH:23]=[CH:22][CH:21]=2)(=[O:19])=[O:18])[CH:5]=[CH:6][C:7]=1[NH:8][CH2:9][CH:10]1[CH2:15][CH2:14][CH2:13][CH2:12][CH2:11]1.[CH3:26][C:27]([CH3:34])([CH2:31][CH:32]=[CH2:33])[C:28](O)=O.C(N(C(C)C)CC)(C)C.CN(C(ON1N=NC2C=CC=NC1=2)=[N+](C)C)C.F[P-](F)(F)(F)(F)F. Product: [CH:10]1([CH2:9][N:8]2[C:7]3[CH:6]=[CH:5][C:4]([NH:16][S:17]([C:20]4[CH:21]=[CH:22][CH:23]=[CH:24][CH:25]=4)(=[O:19])=[O:18])=[CH:3][C:2]=3[N:1]=[C:26]2[C:27]([CH3:34])([CH3:28])[CH2:31][CH:32]=[CH2:33])[CH2:11][CH2:12][CH2:13][CH2:14][CH2:15]1. The catalyst class is: 3. (2) Reactant: [CH3:1][C:2]1[C:11]([C:12]([O:14][CH2:15][CH3:16])=[O:13])=[C:10]([C:17]2[CH:22]=[CH:21][CH:20]=[CH:19][CH:18]=2)[C:9]2[C:4](=[CH:5][CH:6]=[C:7]([N+:23]([O-])=O)[CH:8]=2)[N:3]=1. Product: [NH2:23][C:7]1[CH:8]=[C:9]2[C:4](=[CH:5][CH:6]=1)[N:3]=[C:2]([CH3:1])[C:11]([C:12]([O:14][CH2:15][CH3:16])=[O:13])=[C:10]2[C:17]1[CH:18]=[CH:19][CH:20]=[CH:21][CH:22]=1. The catalyst class is: 99. (3) Product: [C:25]([O:29][C:30]([NH:32][C:33]1([C:48]([NH:60][C@@H:61]([C:67]2[CH:68]=[CH:69][C:70]([Cl:73])=[CH:71][CH:72]=2)[CH2:62][C:63]([O:65][CH3:66])=[O:64])=[O:49])[CH2:38][CH2:37][N:36]([C:39]2[C:40]3[CH:47]=[CH:46][NH:45][C:41]=3[N:42]=[CH:43][N:44]=2)[CH2:35][CH2:34]1)=[O:31])([CH3:26])([CH3:28])[CH3:27]. Reactant: F[P-](F)(F)(F)(F)F.N1(OC(N(C)C)=[N+](C)C)C2N=CC=CC=2N=N1.[C:25]([O:29][C:30]([NH:32][C:33]1([C:48](O)=[O:49])[CH2:38][CH2:37][N:36]([C:39]2[C:40]3[CH:47]=[CH:46][NH:45][C:41]=3[N:42]=[CH:43][N:44]=2)[CH2:35][CH2:34]1)=[O:31])([CH3:28])([CH3:27])[CH3:26].CCN(C(C)C)C(C)C.[NH2:60][C@@H:61]([C:67]1[CH:72]=[CH:71][C:70]([Cl:73])=[CH:69][CH:68]=1)[CH2:62][C:63]([O:65][CH3:66])=[O:64]. The catalyst class is: 296. (4) Reactant: Cl.Cl.[NH2:3][C:4]1[CH:9]=[C:8]([NH2:10])[C:7]([OH:11])=[CH:6][C:5]=1[OH:12].[N:13]1[CH:18]=[CH:17][CH:16]=[C:15]([C:19]([OH:21])=[O:20])[C:14]=1[C:22]([OH:24])=[O:23].N1C=CC=C(C([O-])=O)C=1C([O-])=O.[Na+].[Na+]. Product: [NH2:3][C:4]1[CH:9]=[C:8]([NH2:10])[C:7]([OH:11])=[CH:6][C:5]=1[OH:12].[N:13]1[CH:18]=[CH:17][CH:16]=[C:15]([C:19]([O-:21])=[O:20])[C:14]=1[C:22]([O-:24])=[O:23]. The catalyst class is: 801. (5) Reactant: [I:1][C:2]1[CH:7]=[CH:6][C:5]([CH2:8][N:9]2[CH:13]=[CH:12][C:11]([N:14]3C(=O)C4C(=CC=CC=4)C3=O)=[N:10]2)=[C:4]([C:25]([F:28])([F:27])[F:26])[CH:3]=1.O.NN. Product: [I:1][C:2]1[CH:7]=[CH:6][C:5]([CH2:8][N:9]2[CH:13]=[CH:12][C:11]([NH2:14])=[N:10]2)=[C:4]([C:25]([F:26])([F:28])[F:27])[CH:3]=1. The catalyst class is: 1. (6) Reactant: Cl[Si:2]([C:5]([CH3:8])([CH3:7])[CH3:6])([CH3:4])[CH3:3].[NH2:9][C:10]1[C:19]([Cl:20])=[CH:18][CH:17]=[C:16]2[C:11]=1[CH:12]=[CH:13][C:14]([N:21]1[CH2:25][CH2:24][C@@H:23]([OH:26])[CH2:22]1)=[N:15]2.N1C=CN=C1.O. Product: [Cl:20][C:19]1[CH:18]=[CH:17][C:16]2[N:15]=[C:14]([N:21]3[CH2:25][CH2:24][C@@H:23]([O:26][Si:2]([C:5]([CH3:8])([CH3:7])[CH3:6])([CH3:4])[CH3:3])[CH2:22]3)[CH:13]=[CH:12][C:11]=2[C:10]=1[NH2:9]. The catalyst class is: 9. (7) Reactant: [C:1]([C@H:4]1[CH2:7][C@@H:6]([CH2:8][CH:9]=[O:10])[C:5]1([CH3:12])[CH3:11])(=[O:3])[CH3:2]. Product: [OH:10][CH2:9][CH2:8][C@@H:6]1[CH2:7][C@H:4]([C:1](=[O:3])[CH3:2])[C:5]1([CH3:12])[CH3:11]. The catalyst class is: 11. (8) Reactant: [Br:1][C:2]1[N:3]=[C:4]([CH:7]([C:9]2[CH:14]=[C:13]([CH2:15][CH3:16])[CH:12]=[C:11]([O:17][Si](C(C)(C)C)(C)C)[C:10]=2[F:25])[OH:8])[NH:5][CH:6]=1.CCCC[N+](CCCC)(CCCC)CCCC.[F-]. Product: [Br:1][C:2]1[N:3]=[C:4]([CH:7]([OH:8])[C:9]2[C:10]([F:25])=[C:11]([OH:17])[CH:12]=[C:13]([CH2:15][CH3:16])[CH:14]=2)[NH:5][CH:6]=1. The catalyst class is: 1. (9) Reactant: [OH:1][C:2]1[CH:11]=[C:10]2[C:5]([CH2:6][C@@H:7]([C:19](=[O:31])[NH:20][C@H:21]3[C:30]4[C:25](=[CH:26][CH:27]=[CH:28][CH:29]=4)[CH2:24][CH2:23][CH2:22]3)[N:8]([C:12]([O:14][C:15]([CH3:18])([CH3:17])[CH3:16])=[O:13])[CH2:9]2)=[CH:4][CH:3]=1.CCN(CC)CC.[F:39][C:40]([F:59])([F:58])[S:41](N(C1C=CC=CC=1)[S:41]([C:40]([F:59])([F:58])[F:39])(=[O:43])=[O:42])(=[O:43])=[O:42]. Product: [C@H:21]1([NH:20][C:19]([C@@H:7]2[CH2:6][C:5]3[C:10](=[CH:11][C:2]([O:1][S:41]([C:40]([F:59])([F:58])[F:39])(=[O:43])=[O:42])=[CH:3][CH:4]=3)[CH2:9][N:8]2[C:12]([O:14][C:15]([CH3:16])([CH3:17])[CH3:18])=[O:13])=[O:31])[C:30]2[C:25](=[CH:26][CH:27]=[CH:28][CH:29]=2)[CH2:24][CH2:23][CH2:22]1. The catalyst class is: 64. (10) Reactant: [NH2:1][C@@H:2]([CH2:14][N:15]([CH3:17])[CH3:16])[CH2:3][C:4]([O:6][CH2:7][C:8]1[CH:13]=[CH:12][CH:11]=[CH:10][CH:9]=1)=[O:5].C(N(CC)CC)C.[CH3:25][N:26]1[C:30]([C:31]2[S:35][C:34]([S:36](Cl)(=[O:38])=[O:37])=[CH:33][CH:32]=2)=[CH:29][C:28]([C:40]([F:43])([F:42])[F:41])=[N:27]1. Product: [CH3:17][N:15]([CH3:16])[CH2:14][C@H:2]([NH:1][S:36]([C:34]1[S:35][C:31]([C:30]2[N:26]([CH3:25])[N:27]=[C:28]([C:40]([F:41])([F:42])[F:43])[CH:29]=2)=[CH:32][CH:33]=1)(=[O:37])=[O:38])[CH2:3][C:4]([O:6][CH2:7][C:8]1[CH:13]=[CH:12][CH:11]=[CH:10][CH:9]=1)=[O:5]. The catalyst class is: 79.